Dataset: Reaction yield outcomes from USPTO patents with 853,638 reactions. Task: Predict the reaction yield, written as a fraction of the theoretical maximum amount of product (1.0 means a 100% yield; for example, 0.34 means a 34% yield). (1) The reactants are [CH:1]1[C:13]2[CH:12]([CH2:14][O:15][C:16]([NH:18][C@@H:19]([C:21]([OH:23])=O)[CH3:20])=[O:17])[C:11]3[C:6](=[CH:7][CH:8]=[CH:9][CH:10]=3)[C:5]=2[CH:4]=[CH:3][CH:2]=1.C(Cl)(=O)C(Cl)=O.C1C2C(COC(N[C@@H](C(Cl)=O)C)=O)C3C(=CC=CC=3)C=2C=CC=1.[CH2:53]([N:55]([CH2:67][CH3:68])[C:56]([C:58]1[CH:59]=[CH:60][CH:61]=[C:62]2[C:66]=1[NH:65][CH:64]=[CH:63]2)=[O:57])[CH3:54].C[Mg]Br.C(OCC)C.Cl. The catalyst is C(Cl)Cl.CN(C)C=O. The product is [CH:6]1[C:11]2[CH:12]([CH2:14][O:15][C:16](=[O:17])[NH:18][C@H:19]([CH3:20])[C:21]([C:63]3[C:62]4[C:66](=[C:58]([C:56](=[O:57])[N:55]([CH2:67][CH3:68])[CH2:53][CH3:54])[CH:59]=[CH:60][CH:61]=4)[NH:65][CH:64]=3)=[O:23])[C:13]3[C:1](=[CH:2][CH:3]=[CH:4][CH:5]=3)[C:10]=2[CH:9]=[CH:8][CH:7]=1. The yield is 0.430. (2) The reactants are C(N(CC)CC)C.[C:8]([O:11][CH2:12][C:13]([CH3:43])([CH3:42])[CH2:14][N:15]1[C:21]2[CH:22]=[CH:23][C:24]([Cl:26])=[CH:25][C:20]=2[C@@H:19]([C:27]2[CH:32]=[CH:31][CH:30]=[C:29]([O:33][CH3:34])[C:28]=2[O:35][CH3:36])[O:18][C@H:17]([CH2:37][C:38]([OH:40])=O)[C:16]1=[O:41])(=[O:10])[CH3:9].ClC(OCC(C)C)=O.Cl.[NH2:53][C:54]1[CH:63]=[CH:62][CH:61]=[C:60]2[C:55]=1[CH:56]=[CH:57][CH:58]=[C:59]2[C:64]([O:66][CH2:67][CH3:68])=[O:65].N1C=CC=CC=1.Cl. The catalyst is CN(C)C=O.O. The product is [C:8]([O:11][CH2:12][C:13]([CH3:42])([CH3:43])[CH2:14][N:15]1[C:21]2[CH:22]=[CH:23][C:24]([Cl:26])=[CH:25][C:20]=2[C@@H:19]([C:27]2[CH:32]=[CH:31][CH:30]=[C:29]([O:33][CH3:34])[C:28]=2[O:35][CH3:36])[O:18][C@H:17]([CH2:37][C:38]([NH:53][C:54]2[CH:63]=[CH:62][CH:61]=[C:60]3[C:55]=2[CH:56]=[CH:57][CH:58]=[C:59]3[C:64]([O:66][CH2:67][CH3:68])=[O:65])=[O:40])[C:16]1=[O:41])(=[O:10])[CH3:9]. The yield is 0.750.